Dataset: Reaction yield outcomes from USPTO patents with 853,638 reactions. Task: Predict the reaction yield, written as a fraction of the theoretical maximum amount of product (1.0 means a 100% yield; for example, 0.34 means a 34% yield). The reactants are [Br:1][C:2]1[C:3](=[O:10])[N:4]([CH3:9])[C:5](Cl)=[N:6][CH:7]=1.[F:11][C:12]1[CH:17]=[CH:16][C:15]([NH2:18])=[CH:14][CH:13]=1.C([O-])(O)=O.[Na+]. The catalyst is CCCCO.CCOC(C)=O. The product is [Br:1][C:2]1[C:3](=[O:10])[N:4]([CH3:9])[C:5]([NH:18][C:15]2[CH:16]=[CH:17][C:12]([F:11])=[CH:13][CH:14]=2)=[N:6][CH:7]=1. The yield is 0.990.